From a dataset of Full USPTO retrosynthesis dataset with 1.9M reactions from patents (1976-2016). Predict the reactants needed to synthesize the given product. Given the product [C:28]([O:27][C@@H:9]([C:10]1[C:18]([CH3:19])=[CH:17][C:13]2[N:14]=[CH:15][S:16][C:12]=2[C:11]=1[C:20]1[CH:21]=[CH:22][C:23]([Cl:26])=[CH:24][CH:25]=1)[CH2:8][OH:7])([CH3:31])([CH3:29])[CH3:30], predict the reactants needed to synthesize it. The reactants are: C([O:7][CH2:8][C@@H:9]([O:27][C:28]([CH3:31])([CH3:30])[CH3:29])[C:10]1[C:18]([CH3:19])=[CH:17][C:13]2[N:14]=[CH:15][S:16][C:12]=2[C:11]=1[C:20]1[CH:25]=[CH:24][C:23]([Cl:26])=[CH:22][CH:21]=1)(=O)C(C)(C)C.[OH-].[Na+].